This data is from Forward reaction prediction with 1.9M reactions from USPTO patents (1976-2016). The task is: Predict the product of the given reaction. (1) Given the reactants [C:1]([O:5][C:6]([N:8]1[CH2:12][CH2:11][C:10]2([CH2:17][CH2:16][N:15](CC3C=CC=CC=3)[CH2:14][CH2:13]2)[CH2:9]1)=[O:7])([CH3:4])([CH3:3])[CH3:2], predict the reaction product. The product is: [CH2:9]1[C:10]2([CH2:13][CH2:14][NH:15][CH2:16][CH2:17]2)[CH2:11][CH2:12][N:8]1[C:6]([O:5][C:1]([CH3:4])([CH3:3])[CH3:2])=[O:7]. (2) Given the reactants [F:1][C:2]1[CH:7]=[CH:6][CH:5]=[C:4]([N+:8]([O-])=O)[C:3]=1[C:11]1([C:15]([O:17]C)=O)[CH2:14][CH2:13][CH2:12]1, predict the reaction product. The product is: [F:1][C:2]1[CH:7]=[CH:6][CH:5]=[C:4]2[C:3]=1[C:11]1([CH2:14][CH2:13][CH2:12]1)[C:15](=[O:17])[NH:8]2. (3) Given the reactants C(=O)([O-])[O-].[K+].[K+].[CH3:7][NH:8][C:9]1[N:14]=[C:13]([C:15]2[CH:20]=[CH:19][CH:18]=[CH:17][N:16]=2)[CH:12]=[C:11]([C:21]2[CH:22]=[N:23][CH:24]=[C:25]([C:27]3[CH:28]=[C:29]([OH:33])[CH:30]=[CH:31][CH:32]=3)[CH:26]=2)[CH:10]=1.Cl[CH2:35][CH2:36][N:37]1[CH2:41][CH2:40][CH2:39][CH2:38]1, predict the reaction product. The product is: [CH3:7][NH:8][C:9]1[N:14]=[C:13]([C:15]2[CH:20]=[CH:19][CH:18]=[CH:17][N:16]=2)[CH:12]=[C:11]([C:21]2[CH:22]=[N:23][CH:24]=[C:25]([C:27]3[CH:32]=[CH:31][CH:30]=[C:29]([O:33][CH2:35][CH2:36][N:37]4[CH2:41][CH2:40][CH2:39][CH2:38]4)[CH:28]=3)[CH:26]=2)[CH:10]=1. (4) Given the reactants Br[C@H:2]([CH2:6][C:7]1[CH:12]=[CH:11][CH:10]=[CH:9][CH:8]=1)[C:3]([OH:5])=[O:4].C(N(CC)CC)C, predict the reaction product. The product is: [C:3]([OH:5])(=[O:4])[CH:2]=[CH:6][C:7]1[CH:8]=[CH:9][CH:10]=[CH:11][CH:12]=1. (5) Given the reactants [C:1]([C:5]1[C:6]([OH:16])=[C:7]([C:11]([CH3:15])=[C:12]([Cl:14])[CH:13]=1)[C:8]([OH:10])=O)([CH3:4])([CH3:3])[CH3:2].[NH2:17][C:18]1[CH:23]=[CH:22][C:21]([S:24]([C:27]([F:30])([F:29])[F:28])(=[O:26])=[O:25])=[CH:20][C:19]=1[N:31]([CH3:33])[CH3:32], predict the reaction product. The product is: [C:1]([C:5]1[C:6]([OH:16])=[C:7]([C:11]([CH3:15])=[C:12]([Cl:14])[CH:13]=1)[C:8]([NH:17][C:18]1[CH:23]=[CH:22][C:21]([S:24]([C:27]([F:28])([F:29])[F:30])(=[O:25])=[O:26])=[CH:20][C:19]=1[N:31]([CH3:33])[CH3:32])=[O:10])([CH3:2])([CH3:3])[CH3:4]. (6) Given the reactants [C:1]12([C:11]3[CH:12]=[C:13]([C:19]4[CH:20]=[C:21]([CH:24]=[CH:25][CH:26]=4)[CH:22]=O)[C:14]([CH3:18])=[CH:15][C:16]=3[OH:17])[CH2:10][CH:5]3[CH2:6][CH:7]([CH2:9][CH:3]([CH2:4]3)[CH2:2]1)[CH2:8]2.[S:27]1[CH2:33][C:31](=[O:32])[NH:30][C:28]1=S.[NH:34]1[CH2:39][CH2:38][O:37][CH2:36][CH2:35]1, predict the reaction product. The product is: [C:1]12([C:11]3[CH:12]=[C:13]([C:19]4[CH:20]=[C:21]([CH:24]=[CH:25][CH:26]=4)[CH:22]=[C:33]4[S:27][C:28]([N:34]5[CH2:39][CH2:38][O:37][CH2:36][CH2:35]5)=[N:30][C:31]4=[O:32])[C:14]([CH3:18])=[CH:15][C:16]=3[OH:17])[CH2:8][CH:7]3[CH2:6][CH:5]([CH2:4][CH:3]([CH2:9]3)[CH2:2]1)[CH2:10]2. (7) Given the reactants [N:1]1([C:6]2[CH:11]=[CH:10][C:9]([NH:12][C:13]3[C:17]([C:18]([NH2:20])=[O:19])=[C:16]([NH2:21])[NH:15][N:14]=3)=[CH:8][CH:7]=2)[CH:5]=[CH:4][N:3]=[CH:2]1.[CH3:22][C:23]1[CH:24]=[C:25]([CH:28]=[C:29]([CH3:32])[C:30]=1[OH:31])[CH:26]=O.[BH4-].[Na+].O, predict the reaction product. The product is: [N:1]1([C:6]2[CH:7]=[CH:8][C:9]([NH:12][C:13]3[C:17]([C:18]([NH2:20])=[O:19])=[C:16]([NH:21][CH2:26][C:25]4[CH:28]=[C:29]([CH3:32])[C:30]([OH:31])=[C:23]([CH3:22])[CH:24]=4)[NH:15][N:14]=3)=[CH:10][CH:11]=2)[CH:5]=[CH:4][N:3]=[CH:2]1.